Dataset: Forward reaction prediction with 1.9M reactions from USPTO patents (1976-2016). Task: Predict the product of the given reaction. (1) Given the reactants Cl[C:2]1[N:7]2[N:8]=[CH:9][C:10]([C:11]([O:13][CH2:14][CH3:15])=[O:12])=[C:6]2[N:5]=[CH:4][C:3]=1[C:16]([O:18][CH3:19])=[O:17].[F:20][C:21]1[CH:22]=[C:23]([CH:25]=[CH:26][C:27]=1[CH3:28])[NH2:24], predict the reaction product. The product is: [CH2:14]([O:13][C:11]([C:10]1[CH:9]=[N:8][N:7]2[C:2]([NH:24][C:23]3[CH:25]=[CH:26][C:27]([CH3:28])=[C:21]([F:20])[CH:22]=3)=[C:3]([C:16]([O:18][CH3:19])=[O:17])[CH:4]=[N:5][C:6]=12)=[O:12])[CH3:15]. (2) Given the reactants C(OC(=O)[NH:5][C:6]1[CH:11]=[CH:10][C:9]([F:12])=[C:8]([F:13])[C:7]=1[C:14]#[C:15][Si](C)(C)C)C.[OH-].[K+], predict the reaction product. The product is: [F:13][C:8]1[C:9]([F:12])=[CH:10][CH:11]=[C:6]2[C:7]=1[CH:14]=[CH:15][NH:5]2. (3) Given the reactants CC1CCCCN1C([O-])=O.Br[C:12]1[N:13]=[C:14]2[C:20]([C:21]([NH:23][C:24]([CH3:27])([CH3:26])[CH3:25])=[O:22])=[CH:19][N:18]([CH2:28][O:29][CH2:30][CH2:31][Si:32]([CH3:35])([CH3:34])[CH3:33])[C:15]2=[N:16][CH:17]=1.[NH2:36][C@H:37]1[CH2:42][CH2:41][N:40]([C:43]([O:45][C:46]([CH3:49])([CH3:48])[CH3:47])=[O:44])[C@@H:39]([CH3:50])[CH2:38]1.C([O-])([O-])=O.[Cs+].[Cs+], predict the reaction product. The product is: [C:24]([NH:23][C:21]([C:20]1[C:14]2[C:15](=[N:16][CH:17]=[C:12]([NH:36][C@H:37]3[CH2:42][CH2:41][N:40]([C:43]([O:45][C:46]([CH3:49])([CH3:48])[CH3:47])=[O:44])[C@@H:39]([CH3:50])[CH2:38]3)[N:13]=2)[N:18]([CH2:28][O:29][CH2:30][CH2:31][Si:32]([CH3:35])([CH3:34])[CH3:33])[CH:19]=1)=[O:22])([CH3:27])([CH3:26])[CH3:25]. (4) Given the reactants [NH2:1][CH2:2][C:3]1[CH:4]=[C:5]([C:9]2[CH:10]=[C:11]3[C:16](=[CH:17][CH:18]=2)[N:15]([CH3:19])[C:14](=[O:20])[CH2:13][CH2:12]3)[CH:6]=[N:7][CH:8]=1.CCN=C=NCCCN(C)C.CCN(C(C)C)C(C)C.[C:41](O)(=[O:44])[CH2:42][CH3:43].[NH4+].[Cl-], predict the reaction product. The product is: [CH3:19][N:15]1[C:16]2[C:11](=[CH:10][C:9]([C:5]3[CH:4]=[C:3]([CH2:2][NH:1][C:41](=[O:44])[CH2:42][CH3:43])[CH:8]=[N:7][CH:6]=3)=[CH:18][CH:17]=2)[CH2:12][CH2:13][C:14]1=[O:20].